Predict the product of the given reaction. From a dataset of Forward reaction prediction with 1.9M reactions from USPTO patents (1976-2016). (1) The product is: [NH2:10][C:5]1[C:4]([C:1]2[O:3][N:35]=[C:18]([C:19]([O:21][CH2:22][CH3:23])=[O:20])[CH:2]=2)=[CH:9][CH:8]=[CH:7][N:6]=1. Given the reactants [C:1]([C:4]1[C:5]([NH:10]C(=O)OCCCC)=[N:6][CH:7]=[CH:8][CH:9]=1)(=[O:3])[CH3:2].[C:18](OCC)(=O)[C:19]([O:21][CH2:22][CH3:23])=[O:20].CC(C)([O-])C.[K+].Cl.[NH2:35]O, predict the reaction product. (2) Given the reactants ClC1C=C(Cl)C=CC=1SC(C)(C)C(N1CCN(C(C2C=C(C=CC=2F)C[C:25]2[C:34]3[C:29](=[CH:30][CH:31]=[CH:32][CH:33]=3)[C:28](=[O:35])[NH:27][N:26]=2)=O)CC1)=O.OOS([O-])=O.[K+].C(OCC)(=O)C, predict the reaction product. The product is: [C:28]1(=[O:35])[C:29]2[C:34](=[CH:33][CH:32]=[CH:31][CH:30]=2)[CH:25]=[N:26][NH:27]1. (3) Given the reactants [S:1]1[CH:5]=[CH:4][N:3]=[C:2]1[C:6]1([C:12]2[CH:21]=[CH:20][C:15]([C:16]([O:18][CH3:19])=[O:17])=[CH:14][CH:13]=2)[CH2:11][CH2:10][O:9][CH2:8][CH2:7]1.[Br:22]Br, predict the reaction product. The product is: [Br:22][C:5]1[S:1][C:2]([C:6]2([C:12]3[CH:13]=[CH:14][C:15]([C:16]([O:18][CH3:19])=[O:17])=[CH:20][CH:21]=3)[CH2:11][CH2:10][O:9][CH2:8][CH2:7]2)=[N:3][CH:4]=1.